This data is from Forward reaction prediction with 1.9M reactions from USPTO patents (1976-2016). The task is: Predict the product of the given reaction. (1) Given the reactants [NH2:1][C@H:2]([CH2:11][OH:12])[C@@H:3]([C:5]1[CH:10]=[CH:9][CH:8]=[CH:7][CH:6]=1)[OH:4].[C:13](O[C:13]([O:15][C:16]([CH3:19])([CH3:18])[CH3:17])=[O:14])([O:15][C:16]([CH3:19])([CH3:18])[CH3:17])=[O:14], predict the reaction product. The product is: [C:16]([O:15][C:13](=[O:14])[NH:1][C@H:2]([CH2:11][OH:12])[C@H:3]([OH:4])[C:5]1[CH:6]=[CH:7][CH:8]=[CH:9][CH:10]=1)([CH3:19])([CH3:18])[CH3:17]. (2) Given the reactants [CH3:1][S:2][C:3]1[S:4][C:5]2[CH:11]=[C:10]([CH2:12][NH:13][C:14]3[C:19]([NH2:20])=[CH:18][C:17]([C:21]([F:24])([F:23])[F:22])=[CH:16][N:15]=3)[CH:9]=[CH:8][C:6]=2[N:7]=1.[CH2:25](OC(OCC)OCC)C, predict the reaction product. The product is: [CH3:1][S:2][C:3]1[S:4][C:5]2[CH:11]=[C:10]([CH2:12][N:13]3[C:14]4=[N:15][CH:16]=[C:17]([C:21]([F:24])([F:22])[F:23])[CH:18]=[C:19]4[N:20]=[CH:25]3)[CH:9]=[CH:8][C:6]=2[N:7]=1. (3) Given the reactants [C:1]([N:8]1[CH2:13][CH2:12][N:11]([CH2:14][C:15]2[CH:20]=[C:19]([N+:21]([O-])=O)[CH:18]=[CH:17][C:16]=2[C:24]([F:30])([F:29])[C:25]([F:28])([F:27])[F:26])[CH2:10][CH2:9]1)([O:3][C:4]([CH3:7])([CH3:6])[CH3:5])=[O:2].FC(F)(C1C=CC(N)=CC=1OCCN1CCCC1)C(F)(F)F, predict the reaction product. The product is: [NH2:21][C:19]1[CH:18]=[CH:17][C:16]([C:24]([F:29])([F:30])[C:25]([F:26])([F:27])[F:28])=[C:15]([CH:20]=1)[CH2:14][N:11]1[CH2:10][CH2:9][N:8]([C:1]([O:3][C:4]([CH3:7])([CH3:6])[CH3:5])=[O:2])[CH2:13][CH2:12]1. (4) Given the reactants [Br:1][C:2]1[CH:10]=[CH:9][CH:8]=[C:7]2[C:3]=1[C:4]([OH:11])=[N:5][NH:6]2.O.Cl[C:14]([O:16][CH2:17][CH3:18])=[O:15], predict the reaction product. The product is: [CH2:17]([O:16][C:14]([N:6]1[C:7]2[C:3](=[C:2]([Br:1])[CH:10]=[CH:9][CH:8]=2)[C:4]([OH:11])=[N:5]1)=[O:15])[CH3:18]. (5) Given the reactants Cl.[NH2:2][C@@H:3]([CH2:33][C:34]1[CH:39]=[CH:38][N:37]=[CH:36][CH:35]=1)[C:4]([N:6]1[CH2:11][CH2:10][CH:9]([N:12]2[N:21]=[C:20]([C:22]3[CH:27]=[CH:26][C:25]([O:28][CH3:29])=[C:24]([O:30][CH3:31])[CH:23]=3)[C@@H:19]3[C@@H:14]([CH2:15][CH2:16][CH2:17][CH2:18]3)[C:13]2=[O:32])[CH2:8][CH2:7]1)=[O:5].[CH:40]1([CH2:43][O:44][C:45]2[CH:53]=[CH:52][C:48]3[O:49][CH2:50][O:51][C:47]=3[C:46]=2[C:54]2[C:55]3[NH:62][CH:61]=[C:60]([C:63](O)=[O:64])[C:56]=3[N:57]=[CH:58][N:59]=2)[CH2:42][CH2:41]1.CCOC(C(C#N)=NOC(N1CCOCC1)=[N+](C)C)=O.F[P-](F)(F)(F)(F)F.CCN(C(C)C)C(C)C.C(=O)(O)[O-].[Na+], predict the reaction product. The product is: [CH:40]1([CH2:43][O:44][C:45]2[CH:53]=[CH:52][C:48]3[O:49][CH2:50][O:51][C:47]=3[C:46]=2[C:54]2[C:55]3[NH:62][CH:61]=[C:60]([C:63]([NH:2][C@@H:3]([CH2:33][C:34]4[CH:39]=[CH:38][N:37]=[CH:36][CH:35]=4)[C:4]([N:6]4[CH2:7][CH2:8][CH:9]([N:12]5[N:21]=[C:20]([C:22]6[CH:27]=[CH:26][C:25]([O:28][CH3:29])=[C:24]([O:30][CH3:31])[CH:23]=6)[C@@H:19]6[C@@H:14]([CH2:15][CH2:16][CH2:17][CH2:18]6)[C:13]5=[O:32])[CH2:10][CH2:11]4)=[O:5])=[O:64])[C:56]=3[N:57]=[CH:58][N:59]=2)[CH2:41][CH2:42]1. (6) Given the reactants [N:1]1[C:10]2[C:5](=[CH:6][CH:7]=[CH:8][N:9]=2)[CH:4]=[CH:3][C:2]=1[CH:11]=O.[C:13]([CH2:15][C:16]([NH:18][C@H:19]([C:23]1[CH:28]=[CH:27][CH:26]=[CH:25][CH:24]=1)[CH2:20][CH2:21][CH3:22])=[O:17])#[N:14].NCCC(O)=O.CC(O)C, predict the reaction product. The product is: [C:13](/[C:15](=[CH:11]\[C:2]1[CH:3]=[CH:4][C:5]2[C:10](=[N:9][CH:8]=[CH:7][CH:6]=2)[N:1]=1)/[C:16]([NH:18][C@H:19]([C:23]1[CH:24]=[CH:25][CH:26]=[CH:27][CH:28]=1)[CH2:20][CH2:21][CH3:22])=[O:17])#[N:14]. (7) Given the reactants [C:1]([O:5][C:6]([NH:8][C@H:9]([C:11]([OH:13])=O)[CH3:10])=[O:7])([CH3:4])([CH3:3])[CH3:2].ON1C2C=CC=CC=2N=N1.Cl.CN(C)CCCN=C=NCC.[CH:36]([NH2:49])([C:43]1[CH:48]=[CH:47][CH:46]=[CH:45][CH:44]=1)[C:37]1[CH:42]=[CH:41][CH:40]=[CH:39][CH:38]=1.C(=O)(O)[O-].[Na+], predict the reaction product. The product is: [C:37]1([CH:36]([NH:49][C:11](=[O:13])[C@@H:9]([NH:8][C:6](=[O:7])[O:5][C:1]([CH3:2])([CH3:3])[CH3:4])[CH3:10])[C:43]2[CH:44]=[CH:45][CH:46]=[CH:47][CH:48]=2)[CH:42]=[CH:41][CH:40]=[CH:39][CH:38]=1. (8) Given the reactants [F:1][C:2]1[CH:7]=[CH:6][C:5]([C:8]#[C:9][C@:10]2([OH:17])[CH2:14][CH2:13][N:12]([CH3:15])[C:11]2=[O:16])=[CH:4][C:3]=1[C:18]1[N:23]=[C:22]([C:24]([O:26]CC)=O)[CH:21]=[CH:20][CH:19]=1.[NH3:29], predict the reaction product. The product is: [F:1][C:2]1[CH:7]=[CH:6][C:5]([C:8]#[C:9][C@:10]2([OH:17])[CH2:14][CH2:13][N:12]([CH3:15])[C:11]2=[O:16])=[CH:4][C:3]=1[C:18]1[N:23]=[C:22]([C:24]([NH2:29])=[O:26])[CH:21]=[CH:20][CH:19]=1. (9) The product is: [CH2:1]([O:3][C:4](=[O:28])[C:5]([CH3:27])([O:7][C:8]1[CH:13]=[CH:12][C:11]([O:14][CH2:15][C:16]2([CH2:19][C:20]#[CH:21])[CH2:18][CH2:17]2)=[CH:10][C:9]=1[CH3:26])[CH3:6])[CH3:2]. Given the reactants [CH2:1]([O:3][C:4](=[O:28])[C:5]([CH3:27])([O:7][C:8]1[CH:13]=[CH:12][C:11]([O:14][CH2:15][C:16]2([CH2:19][C:20]#[C:21][Si](C)(C)C)[CH2:18][CH2:17]2)=[CH:10][C:9]=1[CH3:26])[CH3:6])[CH3:2].[N+](CCCC)(CCCC)(CCCC)CCCC.[F-], predict the reaction product. (10) The product is: [CH:3]1([C:19]([O:20][CH:26]([I:1])[CH3:27])=[O:22])[CH2:4][CH2:5][CH2:6][CH2:7][CH2:8]1. Given the reactants [I-:1].[Na+].[CH:3]1(C(Cl)=O)[CH2:8][CH2:7][CH2:6][CH2:5][CH2:4]1.S([O-])([O-])(=O)=S.[Na+].[Na+].[C:19](=[O:22])([O-])[OH:20].[Na+].[Cl-].[Na+].[C:26](#N)[CH3:27], predict the reaction product.